From a dataset of Catalyst prediction with 721,799 reactions and 888 catalyst types from USPTO. Predict which catalyst facilitates the given reaction. (1) Reactant: [OH:1][C:2]1[CH:9]=[CH:8][C:7]([C:10]([F:13])([F:12])[F:11])=[CH:6][C:3]=1[CH:4]=O.Cl[CH2:15][C:16]1[CH:21]=[CH:20][N:19]=[CH:18][C:17]=1[F:22].C(=O)([O-])[O-].[K+].[K+].CN(C=O)C. Product: [F:22][C:17]1[CH:18]=[N:19][CH:20]=[CH:21][C:16]=1[C:15]1[O:1][C:2]2[CH:9]=[CH:8][C:7]([C:10]([F:13])([F:12])[F:11])=[CH:6][C:3]=2[CH:4]=1. The catalyst class is: 6. (2) Reactant: Cl.[NH2:2][C@H:3]([C:5]1[C:6](=[O:16])[NH:7][C:8]2[C:13]([CH:14]=1)=[CH:12][C:11]([Cl:15])=[CH:10][CH:9]=2)[CH3:4].[Br:17][C:18]1[CH:23]=[CH:22][CH:21]=[C:20](F)[N:19]=1.CCN(C(C)C)C(C)C.O. Product: [Br:17][C:18]1[N:19]=[C:20]([NH:2][C@H:3]([C:5]2[C:6](=[O:16])[NH:7][C:8]3[C:13]([CH:14]=2)=[CH:12][C:11]([Cl:15])=[CH:10][CH:9]=3)[CH3:4])[CH:21]=[CH:22][CH:23]=1. The catalyst class is: 16. (3) Reactant: [CH:1]1[CH:2]=[CH:3][C:4]2[NH:11][C:9](=[O:10])[CH:8]=[C:7]([CH2:12][CH:13]([NH:17][C:18]([C:20]3[CH:21]=[CH:22][C:23]([Cl:26])=[CH:24][CH:25]=3)=[O:19])[C:14]([OH:16])=[O:15])[C:5]=2[CH:6]=1. Product: [CH3:9][OH:10].[CH:1]1[CH:2]=[CH:3][C:4]2[NH:11][C:9](=[O:10])[CH:8]=[C:7]([CH2:12][CH:13]([NH:17][C:18]([C:20]3[CH:25]=[CH:24][C:23]([Cl:26])=[CH:22][CH:21]=3)=[O:19])[C:14]([OH:16])=[O:15])[C:5]=2[CH:6]=1. The catalyst class is: 5. (4) Reactant: [CH:1]1([C:7]2([OH:17])[CH2:16][CH2:15][C:10]3(OCC[O:11]3)[CH2:9][CH2:8]2)[CH2:6][CH2:5][CH2:4][CH2:3][CH2:2]1.Cl.CCOC(C)=O.C([O-])(O)=O.[Na+]. Product: [CH:1]1([C:7]2([OH:17])[CH2:8][CH2:9][C:10](=[O:11])[CH2:15][CH2:16]2)[CH2:6][CH2:5][CH2:4][CH2:3][CH2:2]1. The catalyst class is: 1. (5) Reactant: [N:1]1[N:5]2[CH:6]=[CH:7][CH:8]=[CH:9][C:4]2=[C:3]([CH:10]=[O:11])[CH:2]=1. Product: [N:1]1[N:5]2[CH2:6][CH2:7][CH2:8][CH2:9][C:4]2=[C:3]([CH:10]=[O:11])[CH:2]=1. The catalyst class is: 29. (6) The catalyst class is: 1. Product: [CH2:1]([CH:8]1[CH2:9][CH2:10][N:11]([CH2:14][CH2:15][CH2:16][N:17]([C:27]2[CH:28]=[CH:29][CH:30]=[CH:31][CH:32]=2)[C:18]([NH:20][CH:21]2[CH2:26][CH2:25][N:24]([S:41]([CH3:40])(=[O:43])=[O:42])[CH2:23][CH2:22]2)=[O:19])[CH2:12][CH2:13]1)[C:2]1[CH:3]=[CH:4][CH:5]=[CH:6][CH:7]=1. Reactant: [CH2:1]([CH:8]1[CH2:13][CH2:12][N:11]([CH2:14][CH2:15][CH2:16][N:17]([C:27]2[CH:32]=[CH:31][CH:30]=[CH:29][CH:28]=2)[C:18]([NH:20][CH:21]2[CH2:26][CH2:25][NH:24][CH2:23][CH2:22]2)=[O:19])[CH2:10][CH2:9]1)[C:2]1[CH:7]=[CH:6][CH:5]=[CH:4][CH:3]=1.C(N(CC)CC)C.[CH3:40][S:41](Cl)(=[O:43])=[O:42].C(=O)([O-])O.[Na+]. (7) Reactant: [CH3:1][CH2:2][O:3][C:4]([CH:6](P(OCC)(OCC)=O)[CH3:7])=[O:5].[H-].[Na+].[CH3:18][C:19]1([CH3:26])[CH2:24][CH2:23][CH2:22][C:21](=O)[CH2:20]1.CC(O)=O. Product: [CH3:18][C:19]1([CH3:26])[CH2:24][CH2:23][CH2:22][C:21](=[C:6]([CH3:7])[C:4]([O:3][CH2:2][CH3:1])=[O:5])[CH2:20]1. The catalyst class is: 57. (8) Reactant: C(OC(=O)C)(=O)C.[O:8]1[C:18]2[C:13](=[CH:14][CH:15]=[CH:16][CH:17]=2)[CH:12]=[CH:11][C:9]1=[O:10].C(O)(=O)C.C(O)(=O)C.[I:27][C:28]1[CH:33]=[CH:32][CH:31]=[CH:30][CH:29]=1.S(=O)(=O)(O)O.[F:39][P-:40]([F:45])([F:44])([F:43])([F:42])[F:41].[K+]. Product: [F:39][P-:40]([F:45])([F:44])([F:43])([F:42])[F:41].[C:28]1([I+:27][C:16]2[CH:17]=[C:18]3[C:13]([CH:12]=[CH:11][C:9](=[O:10])[O:8]3)=[CH:14][CH:15]=2)[CH:33]=[CH:32][CH:31]=[CH:30][CH:29]=1. The catalyst class is: 4. (9) The catalyst class is: 42. Product: [C:24]([O:28][C:29](=[O:36])[NH:30][C:31]1([CH2:34][N:7]2[C:8]3[C:13](=[CH:12][CH:11]=[CH:10][CH:9]=3)[C:5]3[CH:4]=[C:3]([C:15]([NH2:17])=[O:16])[C:2]([NH2:1])=[N:14][C:6]2=3)[CH2:32][CH2:33]1)([CH3:27])([CH3:25])[CH3:26]. Reactant: [NH2:1][C:2]1[C:3]([C:15]([NH2:17])=[O:16])=[CH:4][C:5]2[C:13]3[C:8](=[CH:9][CH:10]=[CH:11][CH:12]=3)[NH:7][C:6]=2[N:14]=1.C(=O)([O-])[O-].[Cs+].[Cs+].[C:24]([O:28][C:29](=[O:36])[NH:30][C:31]1([CH2:34]I)[CH2:33][CH2:32]1)([CH3:27])([CH3:26])[CH3:25].